From a dataset of Full USPTO retrosynthesis dataset with 1.9M reactions from patents (1976-2016). Predict the reactants needed to synthesize the given product. (1) Given the product [C:16]([O:20][C:21](=[O:28])[NH:22][C@@H:23]([CH2:26][NH:27][C:13]1[CH:12]=[CH:11][N:10]=[C:9]([C:4]2[CH:3]=[C:2]([Br:1])[CH:7]=[CH:6][C:5]=2[OH:8])[N:14]=1)[CH2:24][CH3:25])([CH3:17])([CH3:18])[CH3:19], predict the reactants needed to synthesize it. The reactants are: [Br:1][C:2]1[CH:7]=[CH:6][C:5]([OH:8])=[C:4]([C:9]2[N:14]=[C:13](Cl)[CH:12]=[CH:11][N:10]=2)[CH:3]=1.[C:16]([O:20][C:21](=[O:28])[NH:22][C@@H:23]([CH2:26][NH2:27])[CH2:24][CH3:25])([CH3:19])([CH3:18])[CH3:17].C(N(CC)CC)C.O. (2) Given the product [Cl:20][C:17]1[CH:16]=[CH:15][C:14]([CH2:13][N:12]2[C:3]3[C:4]([C:5]([O:7][CH3:8])=[O:6])=[CH:9][CH:10]=[CH:11][C:2]=3[N:1]=[N:25]2)=[CH:19][CH:18]=1, predict the reactants needed to synthesize it. The reactants are: [NH2:1][C:2]1[C:3]([NH:12][CH2:13][C:14]2[CH:19]=[CH:18][C:17]([Cl:20])=[CH:16][CH:15]=2)=[C:4]([CH:9]=[CH:10][CH:11]=1)[C:5]([O:7][CH3:8])=[O:6].C(O)(=O)C.[N:25]([O-])=O.[Na+].